From a dataset of Forward reaction prediction with 1.9M reactions from USPTO patents (1976-2016). Predict the product of the given reaction. (1) Given the reactants CC(OC([NH:8][CH2:9][CH2:10][CH2:11][C:12](O)=[O:13])=O)(C)C.C(N1CCOCC1)C.C1C=CC2N(O)N=NC=2C=1.C(Cl)CCl.Cl.[CH3:38][CH:39]([O:41][C:42]1[CH:49]=[CH:48][C:47]([C:50]2[O:54][N:53]=[C:52]([C:55]3[CH:65]=[CH:64][C:58]4[CH2:59][CH2:60][NH:61][CH2:62][CH2:63][C:57]=4[CH:56]=3)[N:51]=2)=[CH:46][C:43]=1[C:44]#[N:45])[CH3:40].FC(F)(F)C(O)=O, predict the reaction product. The product is: [NH2:8][CH2:9][CH2:10][CH2:11][C:12]([N:61]1[CH2:60][CH2:59][C:58]2[CH:64]=[CH:65][C:55]([C:52]3[N:51]=[C:50]([C:47]4[CH:48]=[CH:49][C:42]([O:41][CH:39]([CH3:38])[CH3:40])=[C:43]([CH:46]=4)[C:44]#[N:45])[O:54][N:53]=3)=[CH:56][C:57]=2[CH2:63][CH2:62]1)=[O:13]. (2) Given the reactants [Cl:1][C:2]1[C:3]2[N:10]([CH2:11][CH2:12][NH:13]C(=O)OC(C)(C)C)[CH:9]=[CH:8][C:4]=2[N:5]=[CH:6][N:7]=1.[S:21]1[C:25]2[CH:26]=[CH:27][CH:28]=[C:29]([O:30][C:31]3[CH:37]=[CH:36][C:34]([NH2:35])=[CH:33][C:32]=3[F:38])[C:24]=2[CH:23]=[N:22]1.C(O)(C)C.[ClH:43].C(OCC)(=O)C, predict the reaction product. The product is: [ClH:1].[ClH:43].[NH2:13][CH2:12][CH2:11][N:10]1[C:3]2[C:2]([NH:35][C:34]3[CH:36]=[CH:37][C:31]([O:30][C:29]4[C:24]5[CH:23]=[N:22][S:21][C:25]=5[CH:26]=[CH:27][CH:28]=4)=[C:32]([F:38])[CH:33]=3)=[N:7][CH:6]=[N:5][C:4]=2[CH:8]=[CH:9]1. (3) Given the reactants [NH:1]([C:11]([O:13][CH2:14][CH:15]1[C:27]2[C:22](=[CH:23][CH:24]=[CH:25][CH:26]=2)[C:21]2[C:16]1=[CH:17][CH:18]=[CH:19][CH:20]=2)=[O:12])[C@H:2]([C:8]([OH:10])=[O:9])[CH2:3][CH2:4][CH2:5][CH2:6][NH2:7].[C:28]([O:32][C:33]([CH3:36])([CH3:35])[CH3:34])(=[O:31])[CH:29]=O.[BH-]([O:46][C:47]([CH3:49])=[O:48])([O:46][C:47]([CH3:49])=[O:48])[O:46][C:47]([CH3:49])=[O:48].[Na+].O, predict the reaction product. The product is: [C:15]([O:46][C:47](=[O:48])[CH2:49][N:7]([CH2:29][C:28](=[O:31])[O:32][C:33]([CH3:34])([CH3:35])[CH3:36])[CH2:6][CH2:5][CH2:4][CH2:3][C@@H:2]([C:8]([OH:10])=[O:9])[NH:1][C:11](=[O:12])[O:13][CH2:14][CH:15]1[C:16]2[CH:17]=[CH:18][CH:19]=[CH:20][C:21]=2[C:22]2[C:27]1=[CH:26][CH:25]=[CH:24][CH:23]=2)([CH3:27])([CH3:16])[CH3:14]. (4) Given the reactants [CH2:1]([O:8][C:9]1[C:19]([Cl:20])=[CH:18][C:12]([C:13]([O:15]CC)=[O:14])=[CH:11][C:10]=1[Cl:21])[C:2]1[CH:7]=[CH:6][CH:5]=[CH:4][CH:3]=1.[OH-].[Li+], predict the reaction product. The product is: [CH2:1]([O:8][C:9]1[C:10]([Cl:21])=[CH:11][C:12]([C:13]([OH:15])=[O:14])=[CH:18][C:19]=1[Cl:20])[C:2]1[CH:3]=[CH:4][CH:5]=[CH:6][CH:7]=1. (5) Given the reactants [Cl:1][C:2]1[C:3]([O:12][C:13]2[CH:18]=[C:17]([O:19][CH:20]([CH3:22])[CH3:21])[CH:16]=[CH:15][C:14]=2[CH2:23][CH2:24][CH2:25][OH:26])=[N:4][CH:5]=[C:6]([C:8]([F:11])([F:10])[F:9])[CH:7]=1.O[C:28]1[C:33]([O:34][CH3:35])=[CH:32][CH:31]=[CH:30][C:29]=1[CH2:36][C:37]([O:39]C)=[O:38].C(P(CCCC)CCCC)CCC.N(C(N1CCCCC1)=O)=NC(N1CCCCC1)=O.O1CCCC1CO.[OH-].[Na+].Cl, predict the reaction product. The product is: [Cl:1][C:2]1[C:3]([O:12][C:13]2[CH:18]=[C:17]([O:19][CH:20]([CH3:21])[CH3:22])[CH:16]=[CH:15][C:14]=2[CH2:23][CH2:24][CH2:25][O:26][C:28]2[C:33]([O:34][CH3:35])=[CH:32][CH:31]=[CH:30][C:29]=2[CH2:36][C:37]([OH:39])=[O:38])=[N:4][CH:5]=[C:6]([C:8]([F:11])([F:10])[F:9])[CH:7]=1. (6) Given the reactants [Cl:1][CH2:2][CH2:3][NH:4][C:5]([C:7]1[CH:8]=[N:9][N:10]2[CH:15]=[CH:14][C:13]([N:16]3[CH2:20][CH2:19][CH2:18][C@@H:17]3[C:21]3[C:22]([O:28]C)=[N:23][CH:24]=[C:25]([F:27])[CH:26]=3)=[N:12][C:11]=12)=[O:6].O1CCOCC1.Cl, predict the reaction product. The product is: [Cl:1][CH2:2][CH2:3][NH:4][C:5]([C:7]1[CH:8]=[N:9][N:10]2[CH:15]=[CH:14][C:13]([N:16]3[CH2:20][CH2:19][CH2:18][C@@H:17]3[C:21]3[C:22](=[O:28])[NH:23][CH:24]=[C:25]([F:27])[CH:26]=3)=[N:12][C:11]=12)=[O:6]. (7) Given the reactants [CH2:1]([NH:3][C:4](=[O:26])[C:5]1[CH:10]=[CH:9][C:8]([C:11](=[C:18]2[CH2:24][CH:23]3[NH:25][CH:20]([CH2:21][CH2:22]3)[CH2:19]2)[C:12]2[CH:17]=[CH:16][CH:15]=[CH:14][CH:13]=2)=[CH:7][CH:6]=1)[CH3:2].[Cl:27][CH2:28][C:29]([C:31]1[N:32]([CH3:45])[CH:33]=[C:34]([C:36](=[O:44])[C:37]2[CH:42]=[CH:41][C:40]([Cl:43])=[CH:39][CH:38]=2)[CH:35]=1)=[O:30].C(N(C(C)C)CC)(C)C, predict the reaction product. The product is: [CH3:28][CH2:29][O:26][CH2:4][CH3:5].[ClH:27].[Cl:43][C:40]1[CH:41]=[CH:42][C:37]([C:36]([C:34]2[CH:35]=[C:31]([C:29](=[O:30])[CH2:28][N:25]3[CH:20]4[CH2:21][CH2:22][CH:23]3[CH2:24][C:18](=[C:11]([C:12]3[CH:17]=[CH:16][CH:15]=[CH:14][CH:13]=3)[C:8]3[CH:7]=[CH:6][C:5]([C:4]([NH:3][CH2:1][CH3:2])=[O:26])=[CH:10][CH:9]=3)[CH2:19]4)[N:32]([CH3:45])[CH:33]=2)=[O:44])=[CH:38][CH:39]=1. (8) Given the reactants [NH2:1][C:2]1[N:7]=[C:6](S(C)=O)[C:5]([C:11]2[CH:12]=[CH:13][C:14](=[O:20])[N:15]([CH:17]([CH3:19])[CH3:18])[N:16]=2)=[C:4]([C:21]2[CH:26]=[CH:25][CH:24]=[CH:23][CH:22]=2)[N:3]=1.[CH2:27]([OH:30])[CH2:28][OH:29], predict the reaction product. The product is: [NH2:1][C:2]1[N:7]=[C:6]([O:29][CH2:28][CH2:27][OH:30])[C:5]([C:11]2[CH:12]=[CH:13][C:14](=[O:20])[N:15]([CH:17]([CH3:19])[CH3:18])[N:16]=2)=[C:4]([C:21]2[CH:26]=[CH:25][CH:24]=[CH:23][CH:22]=2)[N:3]=1.